This data is from Full USPTO retrosynthesis dataset with 1.9M reactions from patents (1976-2016). The task is: Predict the reactants needed to synthesize the given product. (1) Given the product [NH2:1][C:2]1[N:7]=[C:6]([C:8]2[NH:12][C:11]([C:13]3[CH:18]=[C:17]([Cl:19])[CH:16]=[CH:15][C:14]=3[CH3:20])=[C:10]([C:21]([OH:23])=[O:22])[CH:9]=2)[CH:5]=[CH:4][N:3]=1, predict the reactants needed to synthesize it. The reactants are: [NH2:1][C:2]1[N:7]=[C:6]([C:8]2[NH:12][C:11]([C:13]3[CH:18]=[C:17]([Cl:19])[CH:16]=[CH:15][C:14]=3[CH3:20])=[C:10]([C:21]([O:23]CC)=[O:22])[CH:9]=2)[CH:5]=[CH:4][N:3]=1.[OH-].[K+].CCO. (2) Given the product [NH2:1][C:2]1[C:7]([F:8])=[CH:6][N:5]([S:18]([C:15]2[CH:14]=[CH:13][C:12]([O:11][CH3:10])=[CH:17][CH:16]=2)(=[O:20])=[O:19])[C:4](=[O:9])[N:3]=1, predict the reactants needed to synthesize it. The reactants are: [NH2:1][C:2]1[C:7]([F:8])=[CH:6][N:5]=[C:4]([OH:9])[N:3]=1.[CH3:10][O:11][C:12]1[CH:17]=[CH:16][C:15]([S:18](Cl)(=[O:20])=[O:19])=[CH:14][CH:13]=1. (3) Given the product [I-:1].[F:3][C:4]1[CH:9]=[CH:8][CH:7]=[CH:6][C:5]=1[N:10]1[C:18]2[C:13](=[C:14]([N:19]3[C:20](=[O:34])[CH:21]4[CH2:22][N:23]([C:27]([N:29]5[CH:33]=[CH:32][N+:31]([CH3:2])=[CH:30]5)=[O:28])[CH2:24][CH:25]4[CH2:26]3)[CH:15]=[CH:16][CH:17]=2)[CH:12]=[N:11]1, predict the reactants needed to synthesize it. The reactants are: [I:1][CH3:2].[F:3][C:4]1[CH:9]=[CH:8][CH:7]=[CH:6][C:5]=1[N:10]1[C:18]2[C:13](=[C:14]([N:19]3[CH2:26][C@H:25]4[C@H:21]([CH2:22][N:23]([C:27]([N:29]5[CH:33]=[CH:32][N:31]=[CH:30]5)=[O:28])[CH2:24]4)[C:20]3=[O:34])[CH:15]=[CH:16][CH:17]=2)[CH:12]=[N:11]1. (4) The reactants are: [C:1]([C:4]1[C:5]([NH:28][C:29]2[CH:34]=[CH:33][C:32]([F:35])=[CH:31][CH:30]=2)=[N:6][N:7]([C:9]2([CH2:25][C:26]#[N:27])[CH2:14][CH2:13][N:12]([C:15]([O:17][C:18]([CH3:24])([CH3:23])[C:19](OC)=[O:20])=[O:16])[CH2:11][CH2:10]2)[CH:8]=1)(=[O:3])[NH2:2].[Li+].[BH4-]. Given the product [C:1]([C:4]1[C:5]([NH:28][C:29]2[CH:30]=[CH:31][C:32]([F:35])=[CH:33][CH:34]=2)=[N:6][N:7]([C:9]2([CH2:25][C:26]#[N:27])[CH2:10][CH2:11][N:12]([C:15]([O:17][C:18]([CH3:24])([CH3:23])[CH2:19][OH:20])=[O:16])[CH2:13][CH2:14]2)[CH:8]=1)(=[O:3])[NH2:2], predict the reactants needed to synthesize it.